Dataset: Full USPTO retrosynthesis dataset with 1.9M reactions from patents (1976-2016). Task: Predict the reactants needed to synthesize the given product. (1) The reactants are: [F:1][C:2]1[CH:3]=[C:4]([CH:11]([CH2:15][CH:16]([CH3:18])[CH3:17])[C:12]([OH:14])=[O:13])[CH:5]=[CH:6][C:7]=1[N+:8]([O-:10])=[O:9].OS(O)(=O)=O.[CH3:24][CH2:25]O. Given the product [CH2:24]([O:13][C:12](=[O:14])[CH:11]([C:4]1[CH:5]=[CH:6][C:7]([N+:8]([O-:10])=[O:9])=[C:2]([F:1])[CH:3]=1)[CH2:15][CH:16]([CH3:18])[CH3:17])[CH3:25], predict the reactants needed to synthesize it. (2) Given the product [CH:1]1([C:4]2[CH:21]=[CH:20][C:7]([CH2:8][O:9][C:10]([N:12]3[CH2:17][CH2:16][CH:15]([CH2:18][NH:19][C:23]4[N:28]=[CH:27][C:26]([F:29])=[CH:25][N:24]=4)[CH2:14][CH2:13]3)=[O:11])=[CH:6][CH:5]=2)[CH2:3][CH2:2]1, predict the reactants needed to synthesize it. The reactants are: [CH:1]1([C:4]2[CH:21]=[CH:20][C:7]([CH2:8][O:9][C:10]([N:12]3[CH2:17][CH2:16][CH:15]([CH2:18][NH2:19])[CH2:14][CH2:13]3)=[O:11])=[CH:6][CH:5]=2)[CH2:3][CH2:2]1.Cl[C:23]1[N:28]=[CH:27][C:26]([F:29])=[CH:25][N:24]=1.C(N(CC)CC)C. (3) Given the product [NH:12]1[C:13]2[C:9](=[CH:8][C:7]([C:5]3[S:6][C:2]([C:21]4[CH:22]=[C:17]([NH2:16])[CH:18]=[N:19][CH:20]=4)=[CH:3][CH:4]=3)=[CH:15][CH:14]=2)[CH:10]=[CH:11]1, predict the reactants needed to synthesize it. The reactants are: Br[C:2]1[S:6][C:5]([C:7]2[CH:8]=[C:9]3[C:13](=[CH:14][CH:15]=2)[NH:12][CH:11]=[CH:10]3)=[CH:4][CH:3]=1.[NH2:16][C:17]1[CH:18]=[N:19][CH:20]=[C:21](B(O)O)[CH:22]=1. (4) Given the product [C:1]1([C:21]2[CH:20]=[C:19]([C:28]3[CH:33]=[CH:32][CH:31]=[CH:30][CH:29]=3)[C:18]3[C:23](=[C:24]4[C:15](=[CH:16][CH:17]=3)[C:14]([C:11]3[CH:10]=[CH:9][CH:8]=[CH:13][CH:12]=3)=[CH:27][C:26]([C:1]3[CH:6]=[CH:5][CH:4]=[CH:3][CH:2]=3)=[N:25]4)[N:22]=2)[CH:6]=[CH:5][CH:4]=[CH:3][CH:2]=1, predict the reactants needed to synthesize it. The reactants are: [C:1]1([Li])[CH:6]=[CH:5][CH:4]=[CH:3][CH:2]=1.[CH:8]1[CH:13]=[CH:12][C:11]([C:14]2[CH:27]=[CH:26][N:25]=[C:24]3[C:15]=2[CH:16]=[CH:17][C:18]2[C:23]3=[N:22][CH:21]=[CH:20][C:19]=2[C:28]2[CH:33]=[CH:32][CH:31]=[CH:30][CH:29]=2)=[CH:10][CH:9]=1.O. (5) The reactants are: C(O[C:4]([N:6]1[CH2:10][CH2:9][CH2:8][C@H:7]1[CH2:11][NH:12][C:13]1[CH:14]=[CH:15][C:16]2[N:17]([C:19](Br)=[CH:20][N:21]=2)[N:18]=1)=[O:5])=C.[CH3:23][O:24][C:25]1[CH:30]=[CH:29][CH:28]=[CH:27][C:26]=1B(O)O.C([O-])([O-])=O.[K+].[K+]. Given the product [CH3:23][O:24][C:25]1[CH:30]=[CH:29][CH:28]=[CH:27][C:26]=1[C:19]1[N:17]2[N:18]=[C:13]([N:12]3[CH2:11][C@@H:7]4[CH2:8][CH2:9][CH2:10][N:6]4[C:4]3=[O:5])[CH:14]=[CH:15][C:16]2=[N:21][CH:20]=1, predict the reactants needed to synthesize it.